The task is: Predict the reaction yield, written as a fraction of the theoretical maximum amount of product (1.0 means a 100% yield; for example, 0.34 means a 34% yield).. This data is from Reaction yield outcomes from USPTO patents with 853,638 reactions. (1) The reactants are [N+:1]([C:4]1[CH:9]=[CH:8][C:7]([C:10]2[S:11][C:12]3[CH:18]=[CH:17][CH:16]=[CH:15][C:13]=3[N:14]=2)=[CH:6][CH:5]=1)([O-])=O.O.O.[Sn](Cl)Cl. The catalyst is C(O)C. The product is [NH2:1][C:4]1[CH:5]=[CH:6][C:7]([C:10]2[S:11][C:12]3[CH:18]=[CH:17][CH:16]=[CH:15][C:13]=3[N:14]=2)=[CH:8][CH:9]=1. The yield is 0.970. (2) The reactants are [N:1]1[CH:6]=[CH:5][C:4]([C:7]2[CH:8]=[CH:9][CH:10]=[C:11]3[C:16]=2[C:15](=[O:17])[NH:14][CH:13]=[CH:12]3)=[CH:3][CH:2]=1.Br/[CH:19]=[CH:20]/[C:21]1[CH:30]=[CH:29][C:28]2[C:23](=[CH:24][CH:25]=[CH:26][CH:27]=2)[N:22]=1.O.CC(=O)OCC. The catalyst is CN(C=O)C. The product is [N:1]1[CH:6]=[CH:5][C:4]([C:7]2[CH:8]=[CH:9][CH:10]=[C:11]3[C:16]=2[C:15](=[O:17])[N:14](/[CH:19]=[CH:20]/[C:21]2[CH:30]=[CH:29][C:28]4[C:23](=[CH:24][CH:25]=[CH:26][CH:27]=4)[N:22]=2)[CH:13]=[CH:12]3)=[CH:3][CH:2]=1. The yield is 0.400. (3) The catalyst is C(Cl)Cl. The reactants are [Cl:1][C:2]1[CH:3]=[C:4]([CH:9]([C:24]([F:27])([F:26])[F:25])/[CH:10]=[CH:11]/[C:12]2[CH:13]=[CH:14][C:15]([N:19]3[CH:23]=[N:22][CH:21]=[N:20]3)=[C:16]([CH:18]=2)[NH2:17])[CH:5]=[C:6]([Cl:8])[CH:7]=1.[CH3:28]I. The product is [Cl:1][C:2]1[CH:3]=[C:4]([CH:9]([C:24]([F:26])([F:25])[F:27])/[CH:10]=[CH:11]/[C:12]2[CH:13]=[CH:14][C:15]([N:19]3[CH:23]=[N:22][CH:21]=[N:20]3)=[C:16]([CH:18]=2)[NH:17][CH3:28])[CH:5]=[C:6]([Cl:8])[CH:7]=1. The yield is 0.700. (4) The reactants are C(O)(=O)[C@@H]([C@H](C(O)=O)O)O.[CH2:11]([O:13][C:14](=[O:30])[CH2:15][O:16][C:17]1[CH:22]=[C:21]([CH:23]2[CH2:28][CH2:27][CH2:26][NH:25][CH2:24]2)[CH:20]=[CH:19][C:18]=1[CH3:29])[CH3:12].[F:31][C:32]([F:49])([F:48])[C:33]1[CH:47]=[CH:46][C:36]([CH2:37][O:38][C:39](N2C=CN=C2)=[O:40])=[CH:35][CH:34]=1. The catalyst is C(OCC)(=O)C. The product is [F:31][C:32]([F:48])([F:49])[C:33]1[CH:47]=[CH:46][C:36]([CH2:37][O:38][C:39]([N:25]2[CH2:26][CH2:27][CH2:28][CH:23]([C:21]3[CH:20]=[CH:19][C:18]([CH3:29])=[C:17]([O:16][CH2:15][C:14]([O:13][CH2:11][CH3:12])=[O:30])[CH:22]=3)[CH2:24]2)=[O:40])=[CH:35][CH:34]=1. The yield is 0.740. (5) The reactants are S(=O)(=O)(O)O.[CH3:6][O:7][C:8]([C:10]1[CH:19]=[C:18]([NH:20]S(C2C=CC(C)=CC=2)(=O)=O)[C:17]2[C:12](=[C:13]([OH:31])[CH:14]=[CH:15][CH:16]=2)[N:11]=1)=[O:9].C(=O)(O)[O-].[Na+]. The catalyst is O. The product is [CH3:6][O:7][C:8]([C:10]1[CH:19]=[C:18]([NH2:20])[C:17]2[C:12](=[C:13]([OH:31])[CH:14]=[CH:15][CH:16]=2)[N:11]=1)=[O:9]. The yield is 1.00. (6) The reactants are [Br:1][C:2]1[CH:6]=[CH:5][S:4][C:3]=1[C:7]1[NH:11][CH:10]=[N:9][N:8]=1.II.[I:14](O)(=O)(=O)=O.C(O)(=O)C.O.S(=O)(=O)(O)O. No catalyst specified. The product is [Br:1][C:2]1[CH:6]=[C:5]([I:14])[S:4][C:3]=1[C:7]1[NH:11][CH:10]=[N:9][N:8]=1. The yield is 1.00. (7) The reactants are [Br:1][C:2]1[CH:3]=[CH:4][C:5]([O:13][CH3:14])=[C:6]2[C:11]=1[O:10][CH2:9][C@H:8]([NH2:12])[CH2:7]2.Br[CH2:16][CH2:17][CH2:18][CH2:19]Br.CCN(C(C)C)C(C)C.C(=O)([O-])O.[Na+]. The catalyst is CN(C=O)C. The product is [Br:1][C:2]1[CH:3]=[CH:4][C:5]([O:13][CH3:14])=[C:6]2[C:11]=1[O:10][CH2:9][C@H:8]([N:12]1[CH2:19][CH2:18][CH2:17][CH2:16]1)[CH2:7]2. The yield is 0.650. (8) The reactants are [CH2:1]([C@H:8]1[O:12][C:11]([CH3:14])([CH3:13])[O:10][C@@H:9]1[CH2:15][C:16]1[CH:23]=[CH:22][C:19]([CH:20]=[O:21])=[CH:18][CH:17]=1)[CH2:2][CH2:3][CH2:4][CH2:5][CH2:6][CH3:7].[CH:24]([Mg]Br)=[CH2:25].[NH4+].[Cl-]. The catalyst is C1COCC1. The product is [CH2:1]([C@H:8]1[O:12][C:11]([CH3:13])([CH3:14])[O:10][C@@H:9]1[CH2:15][C:16]1[CH:23]=[CH:22][C:19]([CH:20]([OH:21])[CH:24]=[CH2:25])=[CH:18][CH:17]=1)[CH2:2][CH2:3][CH2:4][CH2:5][CH2:6][CH3:7]. The yield is 0.720. (9) The reactants are C(=O)([O-])[O-].[K+].[K+].[CH2:7]([N:9]=[C:10]=[O:11])[CH3:8].[CH:12]1([C:15]2[NH:19][N:18]=[C:17]([O:20][C:21]3[C:26]([Cl:27])=[CH:25][C:24]([C:28]([F:31])([F:30])[F:29])=[CH:23][C:22]=3[Cl:32])[CH:16]=2)[CH2:14][CH2:13]1.Cl. The catalyst is C(OCC)(=O)C. The product is [CH2:7]([NH:9][C:10]([N:19]1[C:15]([CH:12]2[CH2:13][CH2:14]2)=[CH:16][C:17]([O:20][C:21]2[C:26]([Cl:27])=[CH:25][C:24]([C:28]([F:31])([F:29])[F:30])=[CH:23][C:22]=2[Cl:32])=[N:18]1)=[O:11])[CH3:8]. The yield is 0.882.